From a dataset of Reaction yield outcomes from USPTO patents with 853,638 reactions. Predict the reaction yield, written as a fraction of the theoretical maximum amount of product (1.0 means a 100% yield; for example, 0.34 means a 34% yield). (1) The reactants are [C:1]([O:5][C:6](=[O:16])[N:7]([N:10]1[CH:14]=[C:13](Br)[N:12]=[CH:11]1)[CH2:8][CH3:9])([CH3:4])([CH3:3])[CH3:2].[N:17]1[CH:22]=[CH:21][CH:20]=[C:19](B(O)O)[CH:18]=1.C(=O)([O-])[O-].[K+].[K+].O. The catalyst is C1(C)C=CC=CC=1.C(O)C. The product is [CH2:8]([N:7]([N:10]1[CH:14]=[C:13]([C:19]2[CH:18]=[N:17][CH:22]=[CH:21][CH:20]=2)[N:12]=[CH:11]1)[C:6](=[O:16])[O:5][C:1]([CH3:4])([CH3:3])[CH3:2])[CH3:9]. The yield is 0.320. (2) The reactants are O[CH2:2][C:3]1[CH:12]=[N:11][C:10]2[N:9]3[CH2:13][CH2:14][CH2:15][CH2:16][C@H:8]3[C:7](=[O:17])[NH:6][C:5]=2[CH:4]=1.[I-].C(C[P+](C)(C)C)#N.CCN(C(C)C)C(C)C.Cl.[Cl:36][C:37]1[CH:38]=[C:39]([CH:45]=[CH:46][C:47]=1[N:48]1[CH2:53][CH2:52][NH:51][CH2:50][CH2:49]1)[C:40]([NH:42][CH2:43][CH3:44])=[O:41]. The catalyst is C(#N)CC.CS(C)=O. The product is [Cl:36][C:37]1[CH:38]=[C:39]([CH:45]=[CH:46][C:47]=1[N:48]1[CH2:49][CH2:50][N:51]([CH2:2][C:3]2[CH:12]=[N:11][C:10]3[N:9]4[CH2:13][CH2:14][CH2:15][CH2:16][C@H:8]4[C:7](=[O:17])[NH:6][C:5]=3[CH:4]=2)[CH2:52][CH2:53]1)[C:40]([NH:42][CH2:43][CH3:44])=[O:41]. The yield is 0.200. (3) The reactants are C([N:4]1[C:12]2[C:7](=[CH:8][C:9]([I:14])=[C:10]([CH3:13])[CH:11]=2)[CH:6]=[N:5]1)(=O)C.N. The catalyst is CO.C1COCC1. The product is [I:14][C:9]1[CH:8]=[C:7]2[C:12](=[CH:11][C:10]=1[CH3:13])[NH:4][N:5]=[CH:6]2. The yield is 1.00. (4) The reactants are [OH-].[Na+].[F:3][C:4]1[CH:30]=[C:29]([CH3:31])[C:28]([O:32]C(OC)=O)=[CH:27][C:5]=1[NH:6][C:7]1[C:16]2[C:11](=[CH:12][C:13]([O:19][CH2:20][CH2:21][N:22]3[CH:26]=[CH:25][N:24]=[CH:23]3)=[C:14]([O:17][CH3:18])[CH:15]=2)[N:10]=[CH:9][N:8]=1.O.[ClH:38]. The catalyst is CO. The product is [ClH:38].[F:3][C:4]1[CH:30]=[C:29]([CH3:31])[C:28]([OH:32])=[CH:27][C:5]=1[NH:6][C:7]1[C:16]2[C:11](=[CH:12][C:13]([O:19][CH2:20][CH2:21][N:22]3[CH:26]=[CH:25][N:24]=[CH:23]3)=[C:14]([O:17][CH3:18])[CH:15]=2)[N:10]=[CH:9][N:8]=1. The yield is 0.600. (5) The reactants are [Cl:1][C:2]1[CH:9]=[C:6]([CH:7]=[O:8])[C:5]([OH:10])=[CH:4][CH:3]=1.[O:11]1[CH2:16][CH2:15][CH:14](OS(C)(=O)=O)[CH2:13][CH2:12]1.C([O-])([O-])=O.[K+].[K+]. The catalyst is CN(C)C=O. The product is [Cl:1][C:2]1[CH:3]=[CH:4][C:5]([O:10][CH:14]2[CH2:15][CH2:16][O:11][CH2:12][CH2:13]2)=[C:6]([CH:9]=1)[CH:7]=[O:8]. The yield is 0.640.